This data is from NCI-60 drug combinations with 297,098 pairs across 59 cell lines. The task is: Regression. Given two drug SMILES strings and cell line genomic features, predict the synergy score measuring deviation from expected non-interaction effect. (1) Drug 1: CC1=C(C(=CC=C1)Cl)NC(=O)C2=CN=C(S2)NC3=CC(=NC(=N3)C)N4CCN(CC4)CCO. Drug 2: CC1CCCC2(C(O2)CC(NC(=O)CC(C(C(=O)C(C1O)C)(C)C)O)C(=CC3=CSC(=N3)C)C)C. Cell line: HOP-62. Synergy scores: CSS=41.5, Synergy_ZIP=1.87, Synergy_Bliss=2.55, Synergy_Loewe=-8.99, Synergy_HSA=2.00. (2) Drug 1: C1CC(=O)NC(=O)C1N2CC3=C(C2=O)C=CC=C3N. Drug 2: COC1=C2C(=CC3=C1OC=C3)C=CC(=O)O2. Cell line: K-562. Synergy scores: CSS=-5.02, Synergy_ZIP=1.55, Synergy_Bliss=-3.57, Synergy_Loewe=-3.05, Synergy_HSA=-4.02. (3) Drug 1: CCC1=CC2CC(C3=C(CN(C2)C1)C4=CC=CC=C4N3)(C5=C(C=C6C(=C5)C78CCN9C7C(C=CC9)(C(C(C8N6C)(C(=O)OC)O)OC(=O)C)CC)OC)C(=O)OC. Drug 2: C1CC(C1)(C2=CC=C(C=C2)C3=C(C=C4C(=N3)C=CN5C4=NNC5=O)C6=CC=CC=C6)N. Cell line: NCI-H460. Synergy scores: CSS=65.8, Synergy_ZIP=6.39, Synergy_Bliss=6.38, Synergy_Loewe=3.51, Synergy_HSA=10.3.